Dataset: Catalyst prediction with 721,799 reactions and 888 catalyst types from USPTO. Task: Predict which catalyst facilitates the given reaction. (1) Reactant: [NH2:1][C:2]1[C:3]([C:22]2[CH:31]=[CH:30][C:25]([C:26]([O:28]C)=[O:27])=[C:24]([F:32])[CH:23]=2)=[N:4][C:5]([CH:8]2[CH2:13][CH2:12][CH:11]([NH:14][C:15]([O:17][C:18]([CH3:21])([CH3:20])[CH3:19])=[O:16])[CH2:10][CH2:9]2)=[CH:6][N:7]=1.CO.[OH-].[Li+]. Product: [NH2:1][C:2]1[C:3]([C:22]2[CH:31]=[CH:30][C:25]([C:26]([OH:28])=[O:27])=[C:24]([F:32])[CH:23]=2)=[N:4][C:5]([CH:8]2[CH2:9][CH2:10][CH:11]([NH:14][C:15]([O:17][C:18]([CH3:21])([CH3:20])[CH3:19])=[O:16])[CH2:12][CH2:13]2)=[CH:6][N:7]=1. The catalyst class is: 1. (2) Reactant: [CH3:1][CH:2]1[CH2:7][CH2:6][NH:5][CH2:4][CH2:3]1.C(N(CC)CC)C.[CH3:15][C:16]1[C:21]([CH:22]2[CH2:26][CH2:25][CH2:24][CH2:23]2)=[C:20](Cl)[N:19]2[N:28]=[CH:29][N:30]=[C:18]2[N:17]=1. Product: [CH3:15][C:16]1[C:21]([CH:22]2[CH2:26][CH2:25][CH2:24][CH2:23]2)=[C:20]([N:5]2[CH2:6][CH2:7][CH:2]([CH3:1])[CH2:3][CH2:4]2)[N:19]2[N:28]=[CH:29][N:30]=[C:18]2[N:17]=1. The catalyst class is: 4. (3) Reactant: [CH2:1]([N:8]([CH2:12][Si](C)(C)C)[CH2:9]OC)[C:2]1[CH:7]=[CH:6][CH:5]=[CH:4][CH:3]=1.[C:17]1([CH:23]=[CH:24][C:25]([C:27]2[CH:32]=[CH:31][CH:30]=[CH:29][CH:28]=2)=[O:26])[CH:22]=[CH:21][CH:20]=[CH:19][CH:18]=1. The catalyst class is: 4. Product: [CH2:1]([N:8]1[CH2:9][CH:23]([C:17]2[CH:22]=[CH:21][CH:20]=[CH:19][CH:18]=2)[CH:24]([C:25]([C:27]2[CH:32]=[CH:31][CH:30]=[CH:29][CH:28]=2)=[O:26])[CH2:12]1)[C:2]1[CH:3]=[CH:4][CH:5]=[CH:6][CH:7]=1. (4) Reactant: [NH2:1][C:2]1[CH:14]=[CH:13][C:5]([CH2:6][C@H:7]2[CH2:11][O:10][C:9](=[O:12])[NH:8]2)=[CH:4][CH:3]=1.[N:15]([O-])=O.[Na+].[OH-].[Na+]. Product: [NH:1]([C:2]1[CH:14]=[CH:13][C:5]([CH2:6][C@H:7]2[CH2:11][O:10][C:9](=[O:12])[NH:8]2)=[CH:4][CH:3]=1)[NH2:15]. The catalyst class is: 223. (5) Reactant: [PH2:1](=[O:3])[O-:2].[NH4+].C[Si](C)(C)N[Si](C)(C)C.[CH2:14](Br)[CH:15]=[CH2:16].Br[CH2:19][C:20]1[CH:25]=[CH:24][C:23]([N+:26]([O-:28])=[O:27])=[C:22]([O:29][CH3:30])[CH:21]=1. Product: [CH3:30][O:29][C:22]1[CH:21]=[C:20]([CH:25]=[CH:24][C:23]=1[N+:26]([O-:28])=[O:27])[CH2:19][CH:14]=[CH:15][CH2:16][PH:1](=[O:2])[OH:3]. The catalyst class is: 2.